This data is from Catalyst prediction with 721,799 reactions and 888 catalyst types from USPTO. The task is: Predict which catalyst facilitates the given reaction. (1) Reactant: [CH3:1][O:2][C:3](=[O:27])[CH2:4][C:5]1[CH:10]=[CH:9][CH:8]=[C:7]([O:11][CH2:12][CH2:13][C@@H:14](OS(C2C=CC(C)=CC=2)(=O)=O)[CH3:15])[CH:6]=1.[C:28]1([C@H:34]([CH3:37])[CH2:35][NH2:36])[CH:33]=[CH:32][CH:31]=[CH:30][CH:29]=1.C(=O)([O-])[O-].[K+].[K+]. Product: [CH3:1][O:2][C:3](=[O:27])[CH2:4][C:5]1[CH:10]=[CH:9][CH:8]=[C:7]([O:11][CH2:12][CH2:13][C@H:14]([NH:36][CH2:35][C@H:34]([C:28]2[CH:33]=[CH:32][CH:31]=[CH:30][CH:29]=2)[CH3:37])[CH3:15])[CH:6]=1. The catalyst class is: 10. (2) Reactant: [O:1]=[C:2]1[CH2:7][CH2:6][N:5]([C:8]([O:10][C:11]([CH3:14])([CH3:13])[CH3:12])=[O:9])[CH2:4][CH2:3]1.[C:15]([Mg]Br)#[C:16][CH3:17].C(=O)([O-])O.[Na+]. Product: [OH:1][C:2]1([C:15]#[C:16][CH3:17])[CH2:3][CH2:4][N:5]([C:8]([O:10][C:11]([CH3:14])([CH3:13])[CH3:12])=[O:9])[CH2:6][CH2:7]1. The catalyst class is: 7. (3) Reactant: [CH2:1]([C@@H:4]1[S:9](=[O:11])(=[O:10])[C:8]([CH3:13])([CH3:12])[C:7]([NH:14][C:15](=[O:21])[O:16][C:17]([CH3:20])([CH3:19])[CH3:18])=[N:6][C@@:5]1([C:23]1[CH:28]=[C:27]([N+:29]([O-:31])=[O:30])[CH:26]=[CH:25][C:24]=1[F:32])[CH3:22])[CH:2]=[CH2:3].[C:33](O[C:33]([O:35][C:36]([CH3:39])([CH3:38])[CH3:37])=[O:34])([O:35][C:36]([CH3:39])([CH3:38])[CH3:37])=[O:34].C(N(CC)CC)C. Product: [CH2:1]([C@H:4]1[C@:5]([C:23]2[CH:28]=[C:27]([N+:29]([O-:31])=[O:30])[CH:26]=[CH:25][C:24]=2[F:32])([CH3:22])[N:6]=[C:7]([N:14]([C:33]([O:35][C:36]([CH3:39])([CH3:38])[CH3:37])=[O:34])[C:15](=[O:21])[O:16][C:17]([CH3:20])([CH3:18])[CH3:19])[C:8]([CH3:12])([CH3:13])[S:9]1(=[O:11])=[O:10])[CH:2]=[CH2:3]. The catalyst class is: 79.